Predict the reactants needed to synthesize the given product. From a dataset of Full USPTO retrosynthesis dataset with 1.9M reactions from patents (1976-2016). (1) Given the product [CH2:24]([N:18]([CH2:11][C:12]1[CH:13]=[CH:14][CH:15]=[CH:16][CH:17]=1)[C@@H:19]([CH2:22][CH3:23])[CH:20]=[O:21])[C:25]1[CH:26]=[CH:27][CH:28]=[CH:29][CH:30]=1, predict the reactants needed to synthesize it. The reactants are: C(Cl)(=O)C(Cl)=O.CS(C)=O.[CH2:11]([N:18]([CH2:24][C:25]1[CH:30]=[CH:29][CH:28]=[CH:27][CH:26]=1)[C@@H:19]([CH2:22][CH3:23])[CH2:20][OH:21])[C:12]1[CH:17]=[CH:16][CH:15]=[CH:14][CH:13]=1.C(N(C(C)C)CC)(C)C. (2) Given the product [NH3:1].[CH2:58]([Cl:60])[Cl:59].[CH2:15]([N:17]([CH2:21][CH3:22])[CH2:18][CH2:19][O:13][C:10]1[CH:11]=[CH:12][C:7]([N:1]2[CH2:6][CH2:5][CH2:4][CH2:3][CH2:2]2)=[CH:8][C:9]=1[CH3:14])[CH3:16], predict the reactants needed to synthesize it. The reactants are: [N:1]1([C:7]2[CH:12]=[CH:11][C:10]([OH:13])=[C:9]([CH3:14])[CH:8]=2)[CH2:6][CH2:5][CH2:4][CH2:3][CH2:2]1.[CH2:15]([N:17]([CH2:21][CH3:22])[CH2:18][CH2:19]O)[CH3:16].C1(P(C2C=CC=CC=2)C2C=CC=CC=2)C=CC=CC=1.CC(OC(/N=N/C(OC(C)(C)C)=O)=O)(C)C.[CH2:58]([Cl:60])[Cl:59]. (3) Given the product [C:1]([O:5][C:6](=[O:15])[NH:7][CH:8]1[CH2:9][CH2:10][C:11]2([O:24][CH2:14]2)[CH2:12][CH2:13]1)([CH3:4])([CH3:3])[CH3:2], predict the reactants needed to synthesize it. The reactants are: [C:1]([O:5][C:6](=[O:15])[NH:7][CH:8]1[CH2:13][CH2:12][C:11](=[CH2:14])[CH2:10][CH2:9]1)([CH3:4])([CH3:3])[CH3:2].ClC1C=CC=C(C(OO)=[O:24])C=1. (4) Given the product [Br:19][C:16]1[CH:17]=[CH:18][C:13]([CH:25]([NH:24][C@@H:23]([CH2:20][CH2:21][CH3:22])[CH2:27][OH:26])[C:28]([F:30])([F:29])[F:31])=[CH:14][CH:15]=1, predict the reactants needed to synthesize it. The reactants are: C([Li])CCC.C1CCCCC1.Br[C:13]1[CH:18]=[CH:17][C:16]([Br:19])=[CH:15][CH:14]=1.[CH2:20]([C@H:23]1[CH2:27][O:26][CH:25]([C:28]([F:31])([F:30])[F:29])[NH:24]1)[CH2:21][CH3:22]. (5) Given the product [CH3:18][CH2:9][O:8][CH2:6][CH3:5].[CH3:5][CH2:4][CH2:3][CH:2]([CH3:11])[CH3:1].[CH3:20][N:21]([CH3:23])/[CH:22]=[CH:1]/[C:2]1[C:11]([N+:12]([O-:14])=[O:13])=[CH:10][C:5]([C:6]([O:8][CH3:9])=[O:7])=[CH:4][C:3]=1[N+:15]([O-:17])=[O:16], predict the reactants needed to synthesize it. The reactants are: [CH3:1][C:2]1[C:11]([N+:12]([O-:14])=[O:13])=[CH:10][C:5]([C:6]([O:8][CH3:9])=[O:7])=[CH:4][C:3]=1[N+:15]([O-:17])=[O:16].[CH3:18]O[CH:20](OC)[N:21]([CH3:23])[CH3:22]. (6) Given the product [F:4][C:5]1[CH:6]=[CH:7][C:8]([C:11]2[O:12][C:13]3[CH:23]=[CH:22][C:21]([C:24]4[CH:33]=[CH:32][CH:31]=[C:26]([C:27]5[O:28][N:43]=[C:36]([C:37]6[CH:42]=[CH:41][CH:40]=[CH:39][CH:38]=6)[N:35]=5)[CH:25]=4)=[CH:20][C:14]=3[C:15]=2[C:16]([NH:17][CH3:18])=[O:19])=[CH:9][CH:10]=1, predict the reactants needed to synthesize it. The reactants are: C[O-].[Na+].[F:4][C:5]1[CH:10]=[CH:9][C:8]([C:11]2[O:12][C:13]3[CH:23]=[CH:22][C:21]([C:24]4[CH:25]=[C:26]([CH:31]=[CH:32][CH:33]=4)[C:27](OC)=[O:28])=[CH:20][C:14]=3[C:15]=2[C:16](=[O:19])[NH:17][CH3:18])=[CH:7][CH:6]=1.O/[N:35]=[C:36](\[NH2:43])/[C:37]1[CH:42]=[CH:41][CH:40]=[CH:39][CH:38]=1. (7) Given the product [F:43][C:40]1[CH:41]=[CH:42][C:37]([C:34]2[S:33][C:32]([CH2:31][C:26]3[CH:25]=[C:24]([C@@H:6]4[O:7][C@H:8]([CH2:19][OH:20])[C@@H:9]([OH:15])[C@H:10]([OH:11])[C@H:5]4[OH:4])[CH:29]=[CH:28][C:27]=3[CH3:30])=[CH:36][CH:35]=2)=[CH:38][CH:39]=1, predict the reactants needed to synthesize it. The reactants are: C([O:4][C@@H:5]1[C@@H:10]([O:11]C(=O)C)[C@H:9]([O:15]C(=O)C)[C@@H:8]([CH2:19][O:20]C(=O)C)[O:7][C@H:6]1[C:24]1[CH:29]=[CH:28][C:27]([CH3:30])=[C:26]([CH2:31][C:32]2[S:33][C:34]([C:37]3[CH:42]=[CH:41][C:40]([F:43])=[CH:39][CH:38]=3)=[CH:35][CH:36]=2)[CH:25]=1)(=O)C.O1CCCC1.O[Li].O. (8) Given the product [CH3:36][C:37]1[S:41][CH:40]=[C:39](/[CH:42]=[C:43](/[C@H:46]2[O:64][C:62](=[O:63])[CH2:61][C@H:60]([OH:65])[C@H:59]([CH3:66])[C:57](=[O:58])[C@H:56]([CH3:68])[C@@H:55]([OH:69])[C@@H:54]([CH3:70])[CH2:53][CH2:52][CH2:51][CH:49]=[CH:48][CH2:47]2)\[CH3:44])[N:38]=1, predict the reactants needed to synthesize it. The reactants are: [K+].[Br-].CC1SC=C(/C=C/[C@H]2OC(=O)C[C@H](O)C(C)(C)C(=O)[C@H](C)[C@@H](O)[C@@H](C)CCC[C@H]3O[C@H]3C2)N=1.[CH3:36][C:37]1[S:41][CH:40]=[C:39](/[CH:42]=[C:43](/[C@H:46]2[O:64][C:62](=[O:63])[CH2:61][C@H:60]([OH:65])[C:59](C)([CH3:66])[C:57](=[O:58])[C@H:56]([CH3:68])[C@@H:55]([OH:69])[C@@H:54]([CH3:70])[CH2:53][CH2:52][CH2:51][C@H:49]3O[C@H:48]3[CH2:47]2)\[CH2:44]O)[N:38]=1.CC1SC=C(/C=C(/[C@H]2OC(=O)C[C@H](O)[C@@H](C)C(=O)[C@H](C)[C@@H](O)[C@@H](C)CCCC(C)=CC2)\C)N=1. (9) Given the product [S:3]1[CH:4]=[CH:5][N:6]=[C:2]1[NH:1][C:7](=[O:8])[O:9][C:10]([CH3:13])([CH3:12])[CH3:11], predict the reactants needed to synthesize it. The reactants are: [NH2:1][C:2]1[S:3][CH:4]=[CH:5][N:6]=1.[C:7](O[C:7]([O:9][C:10]([CH3:13])([CH3:12])[CH3:11])=[O:8])([O:9][C:10]([CH3:13])([CH3:12])[CH3:11])=[O:8].